From a dataset of Full USPTO retrosynthesis dataset with 1.9M reactions from patents (1976-2016). Predict the reactants needed to synthesize the given product. (1) Given the product [N:20]1([C:2]2[C:12]3[O:11][CH2:10][CH2:9][N:8]([C:13]([O:15][C:16]([CH3:19])([CH3:18])[CH3:17])=[O:14])[CH2:7][C:6]=3[CH:5]=[CH:4][CH:3]=2)[CH2:25][CH2:24][CH2:23][CH2:22][CH2:21]1, predict the reactants needed to synthesize it. The reactants are: Br[C:2]1[C:12]2[O:11][CH2:10][CH2:9][N:8]([C:13]([O:15][C:16]([CH3:19])([CH3:18])[CH3:17])=[O:14])[CH2:7][C:6]=2[CH:5]=[CH:4][CH:3]=1.[NH:20]1[CH2:25][CH2:24][CH2:23][CH2:22][CH2:21]1.CC(C)([O-])C.[Na+].O1CCOCC1. (2) The reactants are: C([O:4][C:5]1[CH:10]=[C:9]([C:11]#[N:12])[C:8](Br)=[C:7]([C:14]#[N:15])[C:6]=1[O:16]C(=O)C)(=O)C.[CH3:20][C:21]1[CH:26]=[CH:25][C:24]([CH3:27])=[CH:23][C:22]=1B(O)O. Given the product [OH:16][C:6]1[C:5]([OH:4])=[CH:10][C:9]([C:11]#[N:12])=[C:8]([C:22]2[CH:23]=[C:24]([CH3:27])[CH:25]=[CH:26][C:21]=2[CH3:20])[C:7]=1[C:14]#[N:15], predict the reactants needed to synthesize it. (3) Given the product [S:23]([OH:28])([OH:26])(=[O:25])=[O:24].[CH3:27][C:8]([C:3]1[CH:4]=[CH:5][CH:6]=[CH:7][C:2]=1[Cl:1])([N:12]1[CH2:17][CH2:16][C:15]2[S:18][CH:19]=[CH:20][C:14]=2[CH2:13]1)[C:9]([OH:11])=[O:10], predict the reactants needed to synthesize it. The reactants are: [Cl:1][C:2]1[CH:7]=[CH:6][CH:5]=[CH:4][C:3]=1[CH:8]([N:12]1[CH2:17][CH2:16][C:15]2[S:18][CH:19]=[CH:20][C:14]=2[CH2:13]1)[C:9]([OH:11])=[O:10].[OH-].[Na+].[S:23]([O:28]C)([O:26][CH3:27])(=[O:25])=[O:24].S(=O)(=O)(O)O. (4) Given the product [C:1]([C:5]1[CH:10]=[CH:9][CH:8]=[CH:7][C:6]=1[N:11]1[CH2:12][CH2:13][N:14]([C:17](=[O:21])[C:18]([NH:22][C:23]2[CH:24]=[CH:25][C:26]([CH2:29][CH2:30][C:31]([O:33][CH3:34])=[O:32])=[CH:27][CH:28]=2)=[O:20])[CH2:15][CH2:16]1)([CH3:2])([CH3:3])[CH3:4], predict the reactants needed to synthesize it. The reactants are: [C:1]([C:5]1[CH:10]=[CH:9][CH:8]=[CH:7][C:6]=1[N:11]1[CH2:16][CH2:15][N:14]([C:17](=[O:21])[C:18]([OH:20])=O)[CH2:13][CH2:12]1)([CH3:4])([CH3:3])[CH3:2].[NH2:22][C:23]1[CH:28]=[CH:27][C:26]([CH2:29][CH2:30][C:31]([O:33][CH3:34])=[O:32])=[CH:25][CH:24]=1.CCN=C=NCCCN(C)C.C1C=CC2N(O)N=NC=2C=1.C([O-])(O)=O.[Na+]. (5) The reactants are: [NH2:1][C:2]1[N:10]=[C:9]2[C:5]([N:6]=[CH:7][N:8]2[C@H:11]2[C@@:15]([F:17])([CH3:16])[C@H:14]([O:18][C:19]([O:21][CH2:22][C:23]3[CH:28]=[CH:27][CH:26]=[CH:25][CH:24]=3)=[O:20])[C@@H:13]([CH2:29][O:30][Si](C(C)(C)C)(C)C)[O:12]2)=[C:4]([NH:38][C:39](=[O:48])[O:40][CH2:41][C:42]2[CH:47]=[CH:46][CH:45]=[CH:44][CH:43]=2)[N:3]=1.CCN(CC)CC.C([O-])(O)=O.[Na+].CCOC(C)=O. Given the product [NH2:1][C:2]1[N:10]=[C:9]2[C:5]([N:6]=[CH:7][N:8]2[C@H:11]2[C@@:15]([F:17])([CH3:16])[C@H:14]([O:18][C:19]([O:21][CH2:22][C:23]3[CH:28]=[CH:27][CH:26]=[CH:25][CH:24]=3)=[O:20])[C@@H:13]([CH2:29][OH:30])[O:12]2)=[C:4]([NH:38][C:39](=[O:48])[O:40][CH2:41][C:42]2[CH:43]=[CH:44][CH:45]=[CH:46][CH:47]=2)[N:3]=1, predict the reactants needed to synthesize it. (6) Given the product [Cl:1][C:2]1[CH:3]=[N:4][C:5]2[N:6]([N:8]=[C:9]([C:11]([N:28]3[CH2:27][CH2:26][C:25]4[C:30](=[CH:31][C:22]([C:19]5[CH:20]=[N:21][C:16]([O:15][CH3:14])=[CH:17][CH:18]=5)=[CH:23][CH:24]=4)[CH:29]3[CH3:32])=[O:13])[CH:10]=2)[CH:7]=1, predict the reactants needed to synthesize it. The reactants are: [Cl:1][C:2]1[CH:3]=[N:4][C:5]2[N:6]([N:8]=[C:9]([C:11]([OH:13])=O)[CH:10]=2)[CH:7]=1.[CH3:14][O:15][C:16]1[N:21]=[CH:20][C:19]([C:22]2[CH:31]=[C:30]3[C:25]([CH2:26][CH2:27][NH:28][CH:29]3[CH3:32])=[CH:24][CH:23]=2)=[CH:18][CH:17]=1. (7) Given the product [O:20]1[C:24]2[CH:25]=[CH:26][C:27](/[C:29](=[CH:7]/[C:6]3[CH:9]=[CH:10][C:11]([O:12][CH2:13][CH2:14][CH2:15][CH2:16][CH2:17][CH2:18][OH:19])=[C:4]([O:3][CH2:1][CH3:2])[CH:5]=3)/[C:30]#[N:31])=[CH:28][C:23]=2[O:22][CH2:21]1, predict the reactants needed to synthesize it. The reactants are: [CH2:1]([O:3][C:4]1[CH:5]=[C:6]([CH:9]=[CH:10][C:11]=1[O:12][CH2:13][CH2:14][CH2:15][CH2:16][CH2:17][CH2:18][OH:19])[CH:7]=O)[CH3:2].[O:20]1[C:24]2[CH:25]=[CH:26][C:27]([CH2:29][C:30]#[N:31])=[CH:28][C:23]=2[O:22][CH2:21]1.